This data is from Catalyst prediction with 721,799 reactions and 888 catalyst types from USPTO. The task is: Predict which catalyst facilitates the given reaction. Reactant: N#N.[CH2:3]([N:10]1[CH2:14][CH2:13][C@H:12]([C@@H:15]([OH:20])[CH2:16][CH:17]([CH3:19])[CH3:18])[C:11]1=O)[C:4]1[CH:9]=[CH:8][CH:7]=[CH:6][CH:5]=1.COCCO[AlH2-]OCCOC.[Na+]. Product: [CH2:3]([N:10]1[CH2:14][CH2:13][C@H:12]([C@@H:15]([OH:20])[CH2:16][CH:17]([CH3:18])[CH3:19])[CH2:11]1)[C:4]1[CH:9]=[CH:8][CH:7]=[CH:6][CH:5]=1. The catalyst class is: 11.